From a dataset of Full USPTO retrosynthesis dataset with 1.9M reactions from patents (1976-2016). Predict the reactants needed to synthesize the given product. (1) Given the product [C:1]([C:5]1[CH:6]=[C:7]([NH:12][C:15](=[O:14])[C:16]2[CH:21]=[CH:20][C:19]([CH3:22])=[C:18]([N:23]3[CH:27]=[C:26]([C:28]4[CH:29]=[N:30][N:31]([C:35]5[CH:40]=[CH:39][CH:38]=[CH:37][CH:36]=5)[C:32]=4[CH2:33][CH3:34])[N:25]=[CH:24]3)[CH:17]=2)[C:8]([CH3:11])=[N:9][CH:10]=1)([CH3:4])([CH3:3])[CH3:2], predict the reactants needed to synthesize it. The reactants are: [C:1]([C:5]1[CH:6]=[C:7]([NH2:12])[C:8]([CH3:11])=[N:9][CH:10]=1)([CH3:4])([CH3:3])[CH3:2].C[O:14][C:15](=O)[C:16]1[CH:21]=[CH:20][C:19]([CH3:22])=[C:18]([N:23]2[CH:27]=[C:26]([C:28]3[CH:29]=[N:30][N:31]([C:35]4[CH:40]=[CH:39][CH:38]=[CH:37][CH:36]=4)[C:32]=3[CH2:33][CH3:34])[N:25]=[CH:24]2)[CH:17]=1. (2) Given the product [Br:1][C:2]1[CH:10]=[C:9]2[C:5]([CH2:6][C:7]3([CH2:15][CH2:14][C:13](=[O:17])[CH2:20][CH2:19]3)[C:8]2=[O:11])=[CH:4][C:3]=1[CH3:12], predict the reactants needed to synthesize it. The reactants are: [Br:1][C:2]1[CH:10]=[C:9]2[C:5]([CH2:6][CH2:7][C:8]2=[O:11])=[CH:4][C:3]=1[CH3:12].[C:13]([O:17]C)(=O)[CH:14]=[CH2:15].[CH3:19][C:20](C)([O-])C.[K+].[OH-].[K+].